Dataset: Forward reaction prediction with 1.9M reactions from USPTO patents (1976-2016). Task: Predict the product of the given reaction. (1) Given the reactants [C:1]([NH2:12])(=[O:11])[C:2]1[C:3](=[CH:7][CH:8]=[CH:9][CH:10]=1)[C:4](N)=[O:5].C([O-])([O-])=O.[K+].[K+].[Br:19][CH2:20][CH2:21][CH2:22]Br, predict the reaction product. The product is: [Br:19][CH2:20][CH2:21][CH2:22][N:12]1[C:1](=[O:11])[C:2]2[C:3](=[CH:7][CH:8]=[CH:9][CH:10]=2)[C:4]1=[O:5]. (2) Given the reactants I[C@H:2]1[C@H:8]2[CH2:9][C@H:5]([C:6](=[O:10])[O:7]2)[CH2:4][CH2:3]1.[OH-].[Na+].[CH2:13]([OH:15])[CH3:14], predict the reaction product. The product is: [CH2:13]([O:15][C:6]([CH:5]1[CH2:4][CH2:3][CH:2]2[CH:8]([O:7]2)[CH2:9]1)=[O:10])[CH3:14]. (3) Given the reactants [NH2:1][C:2]1[CH:10]=[CH:9][C:8]([N+:11]([O-:13])=[O:12])=[CH:7][C:3]=1[C:4]([OH:6])=O.[CH2:14]([NH2:16])[CH3:15].CCN(C(C)C)C(C)C.CN(C(ON1N=NC2C=CC=NC1=2)=[N+](C)C)C.F[P-](F)(F)(F)(F)F, predict the reaction product. The product is: [NH2:1][C:2]1[CH:10]=[CH:9][C:8]([N+:11]([O-:13])=[O:12])=[CH:7][C:3]=1[C:4]([NH:16][CH2:14][CH3:15])=[O:6]. (4) Given the reactants [Si]([O:8][C@H:9]([CH3:35])[C@@H:10]([NH:24][C:25]1[CH:32]=[CH:31][C:28]([C:29]#[N:30])=[C:27]([Cl:33])[C:26]=1[CH3:34])[C:11]1[O:12][C:13]([C:16]2[CH:21]=[CH:20][C:19]([OH:22])=[C:18]([Cl:23])[CH:17]=2)=[N:14][N:15]=1)(C(C)(C)C)(C)C.CCCC[N+](CCCC)(CCCC)CCCC.[F-], predict the reaction product. The product is: [Cl:33][C:27]1[C:26]([CH3:34])=[C:25]([NH:24][C@@H:10]([C:11]2[O:12][C:13]([C:16]3[CH:21]=[CH:20][C:19]([OH:22])=[C:18]([Cl:23])[CH:17]=3)=[N:14][N:15]=2)[C@H:9]([OH:8])[CH3:35])[CH:32]=[CH:31][C:28]=1[C:29]#[N:30]. (5) Given the reactants [C:1]([O:5][C@@H:6]([C:11]1[C:40]([CH3:41])=[C:39]([CH2:42][OH:43])[C:38]2=[N:44][C:35]3=[CH:36][N:37]2[C:12]=1[N:13]1[CH2:49][CH2:48][C:16]([CH3:50])([O:17][CH2:18][CH2:19][CH2:20][CH2:21][C@H:22]([CH3:47])[O:23][C:24]2[CH:25]=[CH:26][C:27]([F:46])=[CH:28][C:29]=2[C:30]2[CH:45]=[C:34]3[CH:33]=[CH:32][CH:31]=2)[CH2:15][CH2:14]1)[C:7]([O:9][CH3:10])=[O:8])([CH3:4])([CH3:3])[CH3:2].C(O[C@@H](C1C(C)=CC2=NC3=C([Cl:93])N2C=1N1CCC(C)(OCCCC[C@H](C)OC2C=C(C)C(F)=CC=2C2C=C3C=CC=2)CC1)C(OC)=O)(C)(C)C, predict the reaction product. The product is: [C:1]([O:5][C@@H:6]([C:11]1[C:40]([CH3:41])=[C:39]([CH2:42][OH:43])[C:38]2=[N:44][C:35]3=[C:36]([Cl:93])[N:37]2[C:12]=1[N:13]1[CH2:14][CH2:15][C:16]([CH3:50])([O:17][CH2:18][CH2:19][CH2:20][CH2:21][C@H:22]([CH3:47])[O:23][C:24]2[CH:25]=[CH:26][C:27]([F:46])=[CH:28][C:29]=2[C:30]2[CH:45]=[C:34]3[CH:33]=[CH:32][CH:31]=2)[CH2:48][CH2:49]1)[C:7]([O:9][CH3:10])=[O:8])([CH3:4])([CH3:2])[CH3:3]. (6) The product is: [O:1]1[C:6]2[CH:7]=[CH:8][CH:9]=[C:10]([NH:11][C:21]([NH2:20])=[S:22])[C:5]=2[O:4][CH2:3][CH2:2]1. Given the reactants [O:1]1[C:6]2[CH:7]=[CH:8][CH:9]=[C:10]([NH2:11])[C:5]=2[O:4][CH2:3][CH2:2]1.C([N:20]=[C:21]=[S:22])(=O)C1C=CC=CC=1.O, predict the reaction product.